The task is: Predict the reaction yield, written as a fraction of the theoretical maximum amount of product (1.0 means a 100% yield; for example, 0.34 means a 34% yield).. This data is from Reaction yield outcomes from USPTO patents with 853,638 reactions. The reactants are [C:1]([O:7][CH2:8][CH3:9])(=[O:6])[CH2:2][C:3]([O-])=O.N1[CH2:15][CH2:14][CH2:13][CH2:12][CH2:11]1.N1C=CC=[CH:18][CH:17]=1. No catalyst specified. The product is [CH2:8]([O:7][C:1](=[O:6])[CH:2]=[CH:3][C:11]1[CH:18]=[CH:17][C:14]([CH3:15])=[CH:13][CH:12]=1)[CH3:9]. The yield is 0.790.